This data is from Full USPTO retrosynthesis dataset with 1.9M reactions from patents (1976-2016). The task is: Predict the reactants needed to synthesize the given product. (1) Given the product [C:1]([O:5][C:6]([N:8]1[CH2:13][CH2:12][N:11]([C:14]2[CH:19]=[CH:18][C:17]([NH:20][C:27]([CH:22]3[CH2:26][CH2:25][CH2:24][CH2:23]3)=[O:28])=[CH:16][C:15]=2[F:21])[CH2:10][CH2:9]1)=[O:7])([CH3:4])([CH3:2])[CH3:3], predict the reactants needed to synthesize it. The reactants are: [C:1]([O:5][C:6]([N:8]1[CH2:13][CH2:12][N:11]([C:14]2[CH:19]=[CH:18][C:17]([NH2:20])=[CH:16][C:15]=2[F:21])[CH2:10][CH2:9]1)=[O:7])([CH3:4])([CH3:3])[CH3:2].[CH:22]1([C:27](O)=[O:28])[CH2:26][CH2:25][CH2:24][CH2:23]1. (2) Given the product [CH:1]1([N:7]([C@H:21]2[CH2:26][CH2:25][C@H:24]([CH2:57][O:56][C:53]3[CH:52]=[CH:51][C:50]([O:49][CH3:48])=[CH:55][CH:54]=3)[CH2:23][CH2:22]2)[C:8](=[O:20])[NH:9][C:10]2[S:11][C:12]([S:15][CH2:63][CH2:62][C:61]([OH:71])=[O:60])=[CH:13][N:14]=2)[CH2:2][CH2:3][CH2:4][CH2:5][CH2:6]1, predict the reactants needed to synthesize it. The reactants are: [CH:1]1([N:7]([C@H:21]2[CH2:26][CH2:25][C@H:24](COC3C=CC=CC=3)[CH2:23][CH2:22]2)[C:8](=[O:20])[NH:9][C:10]2[S:11][C:12]([S:15]CC(O)=O)=[CH:13][N:14]=2)[CH2:6][CH2:5][CH2:4][CH2:3][CH2:2]1.C1(N[C@H]2CC[C@H]([CH2:48][O:49][C:50]3[CH:55]=[CH:54][C:53]([O:56][CH3:57])=[CH:52][CH:51]=3)CC2)CCCCC1.C([O:60][C:61](=[O:71])[CH:62](SC1SC(N)=NC=1)[CH3:63])C.